Dataset: NCI-60 drug combinations with 297,098 pairs across 59 cell lines. Task: Regression. Given two drug SMILES strings and cell line genomic features, predict the synergy score measuring deviation from expected non-interaction effect. (1) Drug 1: CC1=C(C(CCC1)(C)C)C=CC(=CC=CC(=CC(=O)O)C)C. Drug 2: C1CN(CCN1C(=O)CCBr)C(=O)CCBr. Cell line: HOP-62. Synergy scores: CSS=24.6, Synergy_ZIP=8.37, Synergy_Bliss=9.92, Synergy_Loewe=-3.69, Synergy_HSA=-4.34. (2) Drug 1: CC1=C(C(CCC1)(C)C)C=CC(=CC=CC(=CC(=O)O)C)C. Drug 2: CCC1=C2CN3C(=CC4=C(C3=O)COC(=O)C4(CC)O)C2=NC5=C1C=C(C=C5)O. Cell line: EKVX. Synergy scores: CSS=10.2, Synergy_ZIP=-3.51, Synergy_Bliss=-1.01, Synergy_Loewe=-11.6, Synergy_HSA=-0.102. (3) Drug 1: CNC(=O)C1=CC=CC=C1SC2=CC3=C(C=C2)C(=NN3)C=CC4=CC=CC=N4. Drug 2: CC1=CC2C(CCC3(C2CCC3(C(=O)C)OC(=O)C)C)C4(C1=CC(=O)CC4)C. Cell line: HCT-15. Synergy scores: CSS=4.32, Synergy_ZIP=0.587, Synergy_Bliss=2.84, Synergy_Loewe=-0.854, Synergy_HSA=0.174. (4) Drug 1: CCC(=C(C1=CC=CC=C1)C2=CC=C(C=C2)OCCN(C)C)C3=CC=CC=C3.C(C(=O)O)C(CC(=O)O)(C(=O)O)O. Drug 2: CC1CCC2CC(C(=CC=CC=CC(CC(C(=O)C(C(C(=CC(C(=O)CC(OC(=O)C3CCCCN3C(=O)C(=O)C1(O2)O)C(C)CC4CCC(C(C4)OC)OCCO)C)C)O)OC)C)C)C)OC. Cell line: TK-10. Synergy scores: CSS=13.1, Synergy_ZIP=-0.0519, Synergy_Bliss=3.94, Synergy_Loewe=-30.0, Synergy_HSA=4.25. (5) Drug 1: COC1=C(C=C2C(=C1)N=CN=C2NC3=CC(=C(C=C3)F)Cl)OCCCN4CCOCC4. Drug 2: CCC1(C2=C(COC1=O)C(=O)N3CC4=CC5=C(C=CC(=C5CN(C)C)O)N=C4C3=C2)O.Cl. Cell line: EKVX. Synergy scores: CSS=33.1, Synergy_ZIP=-0.136, Synergy_Bliss=2.26, Synergy_Loewe=3.01, Synergy_HSA=3.20. (6) Drug 1: C1=NC2=C(N=C(N=C2N1C3C(C(C(O3)CO)O)O)F)N. Drug 2: CNC(=O)C1=NC=CC(=C1)OC2=CC=C(C=C2)NC(=O)NC3=CC(=C(C=C3)Cl)C(F)(F)F. Cell line: MDA-MB-435. Synergy scores: CSS=8.06, Synergy_ZIP=-0.599, Synergy_Bliss=1.56, Synergy_Loewe=0.341, Synergy_HSA=0.858.